Predict the reactants needed to synthesize the given product. From a dataset of Full USPTO retrosynthesis dataset with 1.9M reactions from patents (1976-2016). (1) Given the product [O:10]1[C:9]2[CH:8]=[CH:7][C:5]([NH:6][C:26]([CH:23]3[CH2:22][CH2:21][N:20]([C:16]4[CH:17]=[CH:18][CH:19]=[C:14]([C:13]([F:30])([F:12])[F:29])[CH:15]=4)[CH2:25][CH2:24]3)=[O:27])=[CH:4][C:3]=2[O:2][CH2:1][CH2:11]1, predict the reactants needed to synthesize it. The reactants are: [CH2:1]1[CH2:11][O:10][C:9]2[CH:8]=[CH:7][C:5]([NH2:6])=[CH:4][C:3]=2[O:2]1.[F:12][C:13]([F:30])([F:29])[C:14]1[CH:15]=[C:16]([N:20]2[CH2:25][CH2:24][CH:23]([C:26](O)=[O:27])[CH2:22][CH2:21]2)[CH:17]=[CH:18][CH:19]=1. (2) Given the product [Cl:18][C:19]1[CH:20]=[C:21]([N:1]2[CH:5]=[C:4]([C:6]3[C:7]([C:12]4[CH:13]=[CH:14][CH:15]=[CH:16][CH:17]=4)=[N:8][O:9][C:10]=3[CH3:11])[N:3]=[CH:2]2)[CH:22]=[CH:23][C:24]=1[F:25], predict the reactants needed to synthesize it. The reactants are: [NH:1]1[CH:5]=[C:4]([C:6]2[C:7]([C:12]3[CH:17]=[CH:16][CH:15]=[CH:14][CH:13]=3)=[N:8][O:9][C:10]=2[CH3:11])[N:3]=[CH:2]1.[Cl:18][C:19]1[CH:20]=[C:21](B(O)O)[CH:22]=[CH:23][C:24]=1[F:25]. (3) The reactants are: [CH3:1][O:2][C:3]([C@@H:5]1[CH2:9][C@H:8]([O:10][C:11]2[CH:20]=[C:19]3[C:14]([C:15](Cl)=[N:16][CH:17]=[N:18]3)=[CH:13][CH:12]=2)[CH2:7][N:6]1C(OC(C)(C)C)=O)=[O:4].[Cl:29][C:30]1[C:31]([F:37])=[C:32]([CH:34]=[CH:35][CH:36]=1)[NH2:33].Cl. Given the product [Cl:29][C:30]1[C:31]([F:37])=[C:32]([NH:33][C:15]2[C:14]3[C:19](=[CH:20][C:11]([O:10][C@@H:8]4[CH2:7][NH:6][C@H:5]([C:3]([O:2][CH3:1])=[O:4])[CH2:9]4)=[CH:12][CH:13]=3)[N:18]=[CH:17][N:16]=2)[CH:34]=[CH:35][CH:36]=1, predict the reactants needed to synthesize it. (4) Given the product [ClH:25].[ClH:25].[NH:8]1[CH2:9][CH2:10][CH:11]([NH:14][C:15]2[C:24]3[C:19](=[CH:20][CH:21]=[CH:22][CH:23]=3)[N:18]=[CH:17][CH:16]=2)[CH2:12][CH2:13]1, predict the reactants needed to synthesize it. The reactants are: C(OC([N:8]1[CH2:13][CH2:12][CH:11]([NH:14][C:15]2[C:24]3[C:19](=[CH:20][CH:21]=[CH:22][CH:23]=3)[N:18]=[CH:17][CH:16]=2)[CH2:10][CH2:9]1)=O)(C)(C)C.[ClH:25].